This data is from Forward reaction prediction with 1.9M reactions from USPTO patents (1976-2016). The task is: Predict the product of the given reaction. (1) Given the reactants C(=O)([O-])[O-].[Cs+].[Cs+].[N:7]#[C:8]Br.[N:10]1([C:19](=[O:34])[CH2:20][C:21]2[NH:26][C:25](=[O:27])[CH:24]=[C:23]([N:28]3[CH2:33][CH2:32][O:31][CH2:30][CH2:29]3)[N:22]=2)[C:18]2[C:13](=[CH:14][CH:15]=[CH:16][CH:17]=2)[CH2:12][CH2:11]1, predict the reaction product. The product is: [N:10]1([C:19](=[O:34])[CH2:20][C:21]2[N:26]([C:8]#[N:7])[C:25](=[O:27])[CH:24]=[C:23]([N:28]3[CH2:29][CH2:30][O:31][CH2:32][CH2:33]3)[N:22]=2)[C:18]2[C:13](=[CH:14][CH:15]=[CH:16][CH:17]=2)[CH2:12][CH2:11]1. (2) Given the reactants [C:1]([C:5]1[CH:10]=[CH:9][CH:8]=[C:7]([C:11]([CH3:14])([CH3:13])[CH3:12])[C:6]=1[OH:15])([CH3:4])([CH3:3])[CH3:2].[CH3:16][O-:17].[Na+].C[OH:20], predict the reaction product. The product is: [C:11]([C:7]1[CH:8]=[C:9]([CH:10]=[C:5]([C:1]([CH3:4])([CH3:3])[CH3:2])[C:6]=1[OH:15])[C:16]([OH:20])=[O:17])([CH3:14])([CH3:13])[CH3:12]. (3) Given the reactants C1([C@H](NCCN[C@@H](C2C=CC=CC=2)C)C)C=CC=CC=1.C(O)CO.C([Zn]CC)C.C([O:33][C:34](=[O:57])[C:35]1[CH:40]=[C:39]([CH3:41])[C:38]([C:42](=[O:55])[C:43]2[CH:48]=[C:47]([N:49]3[CH:53]=[CH:52][N:51]=[CH:50]3)[CH:46]=[CH:45][C:44]=2[CH3:54])=[C:37]([CH3:56])[CH:36]=1)(C)C.C[SiH](O)C.C[Si](C)(C)C.C[Si](O)(C)C.[OH-].[Na+], predict the reaction product. The product is: [OH:55][C@@H:42]([C:43]1[CH:48]=[C:47]([N:49]2[CH:53]=[CH:52][N:51]=[CH:50]2)[CH:46]=[CH:45][C:44]=1[CH3:54])[C:38]1[C:37]([CH3:56])=[CH:36][C:35]([C:34]([OH:57])=[O:33])=[CH:40][C:39]=1[CH3:41]. (4) Given the reactants [F:1][C:2]1[CH:3]=[C:4]([CH:31]=[CH:32][C:33]=1[F:34])[CH2:5][O:6][C:7]1[C:12]([C:13](Cl)=[O:14])=[CH:11][C:10]([C:16]2[CH:21]=[CH:20][C:19]([Cl:22])=[CH:18][CH:17]=2)=[C:9]([C:23]2[CH:28]=[CH:27][C:26]([Cl:29])=[CH:25][C:24]=2[Cl:30])[N:8]=1.Cl.[CH3:36][NH2:37], predict the reaction product. The product is: [CH3:36][NH:37][C:13]([C:12]1[C:7]([O:6][CH2:5][C:4]2[CH:31]=[CH:32][C:33]([F:34])=[C:2]([F:1])[CH:3]=2)=[N:8][C:9]([C:23]2[CH:28]=[CH:27][C:26]([Cl:29])=[CH:25][C:24]=2[Cl:30])=[C:10]([C:16]2[CH:21]=[CH:20][C:19]([Cl:22])=[CH:18][CH:17]=2)[CH:11]=1)=[O:14]. (5) Given the reactants [C:1]([O:5][C:6]([N:8]1[CH2:13][C@@H:12]([C:14](=[O:37])[NH:15][CH2:16][C:17]2([CH2:31][CH2:32][CH2:33][CH2:34][O:35][CH3:36])[C:30]3[CH:29]=[CH:28][CH:27]=[CH:26][C:25]=3[O:24][C:23]3[C:18]2=[CH:19][CH:20]=[CH:21][CH:22]=3)[CH2:11][C@@H:10]([NH:38][CH2:39][CH3:40])[CH2:9]1)=[O:7])([CH3:4])([CH3:3])[CH3:2].Cl.[N:42]1[CH:47]=[CH:46][C:45]([CH2:48][C:49]([OH:51])=O)=[CH:44][CH:43]=1.CCN(CC)CC, predict the reaction product. The product is: [C:1]([O:5][C:6]([N:8]1[CH2:13][C@@H:12]([C:14](=[O:37])[NH:15][CH2:16][C:17]2([CH2:31][CH2:32][CH2:33][CH2:34][O:35][CH3:36])[C:30]3[CH:29]=[CH:28][CH:27]=[CH:26][C:25]=3[O:24][C:23]3[C:18]2=[CH:19][CH:20]=[CH:21][CH:22]=3)[CH2:11][C@@H:10]([N:38]([CH2:39][CH3:40])[C:49](=[O:51])[CH2:48][C:45]2[CH:44]=[CH:43][N:42]=[CH:47][CH:46]=2)[CH2:9]1)=[O:7])([CH3:4])([CH3:3])[CH3:2]. (6) The product is: [Cl:1][C:2]1[N:3]=[N:4][C:5]([NH:12][C:11](=[O:18])[O:13][C:14]([CH3:17])([CH3:16])[CH3:15])=[CH:6][C:7]=1[O:8][CH3:9]. Given the reactants [Cl:1][C:2]1[N:3]=[N:4][C:5](Cl)=[CH:6][C:7]=1[O:8][CH3:9].[C:11](=[O:18])([O:13][C:14]([CH3:17])([CH3:16])[CH3:15])[NH2:12].C(=O)([O-])[O-].[Cs+].[Cs+].CC1(C)C2C(=C(P(C3C=CC=CC=3)C3C=CC=CC=3)C=CC=2)OC2C(P(C3C=CC=CC=3)C3C=CC=CC=3)=CC=CC1=2, predict the reaction product. (7) Given the reactants C[O:2][C:3]1[CH:20]=[CH:19][C:6]([O:7][C:8]2[CH:13]=[CH:12][C:11]([C:14]3[O:15][CH:16]=[N:17][N:18]=3)=[CH:10][CH:9]=2)=[CH:5][CH:4]=1.N[C@H](C(O)=O)CCSC.CS(O)(=O)=O, predict the reaction product. The product is: [O:15]1[CH:16]=[N:17][N:18]=[C:14]1[C:11]1[CH:12]=[CH:13][C:8]([O:7][C:6]2[CH:19]=[CH:20][C:3]([OH:2])=[CH:4][CH:5]=2)=[CH:9][CH:10]=1. (8) The product is: [ClH:1].[Cl:1][C:2]1[CH:3]=[C:4]([CH:27]=[CH:28][C:29]=1[Cl:30])[CH2:5][NH:6][C:7]1[N:8]=[C:9]([NH:23][CH2:24][CH2:25][CH3:26])[C:10]2[N:16]=[C:15]([NH:17][CH3:18])[N:14]=[C:13]([NH:19][CH2:20][CH2:21][CH3:22])[C:11]=2[N:12]=1. Given the reactants [Cl:1][C:2]1[CH:3]=[C:4]([CH:27]=[CH:28][C:29]=1[Cl:30])[CH2:5][NH:6][C:7]1[N:8]=[C:9]([NH:23][CH2:24][CH2:25][CH3:26])[C:10]2[N:16]=[C:15]([NH:17][CH3:18])[N:14]=[C:13]([NH:19][CH2:20][CH2:21][CH3:22])[C:11]=2[N:12]=1.Cl.C(OCC)C.Cl.ClC1N=C(NCCC)C2N=C(NC)N=C(NCCC)C=2N=1, predict the reaction product.